Dataset: Forward reaction prediction with 1.9M reactions from USPTO patents (1976-2016). Task: Predict the product of the given reaction. (1) The product is: [CH:28]([O:31][C:32]([C:33]1[C:34]([CH3:48])=[C:35]([C:20]2[CH:21]=[CH:22][CH:23]=[C:18]([S:15]([C:13]3[CH:14]=[C:10]([C:8]([NH:7][C:6]([O:5][C:1]([CH3:4])([CH3:3])[CH3:2])=[O:27])=[NH:9])[S:11][C:12]=3[S:25][CH3:26])(=[O:17])=[O:16])[CH:19]=2)[CH:36]=[CH:37][CH:38]=1)=[O:49])([CH3:30])[CH3:29]. Given the reactants [C:1]([O:5][C:6](=[O:27])[NH:7][C:8]([C:10]1[S:11][C:12]([S:25][CH3:26])=[C:13]([S:15]([C:18]2[CH:23]=[CH:22][CH:21]=[C:20](Br)[CH:19]=2)(=[O:17])=[O:16])[CH:14]=1)=[NH:9])([CH3:4])([CH3:3])[CH3:2].[CH:28]([O:31][C:32](=[O:49])[C:33]1[CH:38]=[CH:37][CH:36]=[C:35](B2OC(C)(C)C(C)(C)O2)[C:34]=1[CH3:48])([CH3:30])[CH3:29].C([O-])([O-])=O.[Na+].[Na+].C(O)C, predict the reaction product. (2) Given the reactants [CH2:1]([O:3][C:4]([C:6]1[NH:7][C:8]2[C:13]([C:14]=1[C:15]1[CH:16]=[N:17][C:18]([O:21][CH:22]([CH3:24])[CH3:23])=[CH:19][CH:20]=1)=[CH:12][C:11]([C:25]1[CH:30]=[CH:29][C:28]([C:31]([F:34])([F:33])[F:32])=[CH:27][CH:26]=1)=[CH:10][CH:9]=2)=[O:5])[CH3:2].[F:35][C:36]([F:48])([F:47])[O:37][C:38]1[CH:43]=[CH:42][C:41](B(O)O)=[CH:40][CH:39]=1, predict the reaction product. The product is: [CH2:1]([O:3][C:4]([C:6]1[N:7]([C:41]2[CH:40]=[CH:39][C:38]([O:37][C:36]([F:35])([F:47])[F:48])=[CH:43][CH:42]=2)[C:8]2[C:13]([C:14]=1[C:15]1[CH:16]=[N:17][C:18]([O:21][CH:22]([CH3:24])[CH3:23])=[CH:19][CH:20]=1)=[CH:12][C:11]([C:25]1[CH:26]=[CH:27][C:28]([C:31]([F:34])([F:33])[F:32])=[CH:29][CH:30]=1)=[CH:10][CH:9]=2)=[O:5])[CH3:2]. (3) Given the reactants [CH3:1][O:2][CH2:3][CH:4]([NH:6][C:7]([C:9]1[CH:10]=[C:11]([C:22]2[CH:27]=[CH:26][C:25]([CH3:28])=[CH:24][CH:23]=2)[CH:12]=[C:13]([C:15](=[S:21])[CH:16]=[CH:17][N:18](C)C)[CH:14]=1)=[O:8])[CH3:5].C(O)C.CO.OOS(N)(=O)=O, predict the reaction product. The product is: [CH3:1][O:2][CH2:3][CH:4]([NH:6][C:7]([C:9]1[CH:10]=[C:11]([C:22]2[CH:27]=[CH:26][C:25]([CH3:28])=[CH:24][CH:23]=2)[CH:12]=[C:13]([C:15]2[S:21][N:18]=[CH:17][CH:16]=2)[CH:14]=1)=[O:8])[CH3:5]. (4) Given the reactants Br[C:2]1[CH:10]=[C:9]([Cl:11])[C:5]([N:6]([CH3:8])[CH3:7])=[C:4]([Cl:12])[CH:3]=1.CC1(C)C2C(=C(P(C3C=CC=CC=3)C3C=CC=CC=3)C=CC=2)OC2C(P(C3C=CC=CC=3)C3C=CC=CC=3)=CC=CC1=2.C[Si]([CH2:59][C:60]#[N:61])(C)C.O, predict the reaction product. The product is: [Cl:12][C:4]1[CH:3]=[C:2]([CH2:59][C:60]#[N:61])[CH:10]=[C:9]([Cl:11])[C:5]=1[N:6]([CH3:8])[CH3:7]. (5) Given the reactants [NH2:1][C:2]([NH2:4])=[O:3].N[C:6]1[CH:33]=[CH:32][C:9]([O:10][C:11]2[N:16]=[CH:15][N:14]=[C:13]([NH:17][C:18]3[CH:23]=[CH:22][C:21]([O:24][Si:25]([C:28]([CH3:31])([CH3:30])[CH3:29])([CH3:27])[CH3:26])=[CH:20][CH:19]=3)[CH:12]=2)=[CH:8][CH:7]=1.N[C:35]1[CH:36]=[C:37]([CH:41]=[C:42]([C:44]([F:47])([F:46])[F:45])[CH:43]=1)[C:38]([NH2:40])=[O:39], predict the reaction product. The product is: [C:28]([Si:25]([CH3:26])([CH3:27])[O:24][C:21]1[CH:20]=[CH:19][C:18]([NH:17][C:13]2[N:14]=[CH:15][N:16]=[C:11]([O:10][C:9]3[CH:32]=[CH:33][C:6]([NH:1][C:2](=[O:3])[NH:4][C:35]4[CH:36]=[C:37]([CH:41]=[C:42]([C:44]([F:45])([F:47])[F:46])[CH:43]=4)[C:38]([NH2:40])=[O:39])=[CH:7][CH:8]=3)[CH:12]=2)=[CH:23][CH:22]=1)([CH3:29])([CH3:30])[CH3:31]. (6) Given the reactants [Br:1][C:2]1[C:3]([N:22]([CH2:27][C:28](=[O:30])[CH3:29])[S:23]([CH3:26])(=[O:25])=[O:24])=[CH:4][C:5]2[O:9][C:8]([C:10]3[CH:15]=[CH:14][C:13]([F:16])=[CH:12][CH:11]=3)=[C:7]([C:17]([NH:19][CH3:20])=[O:18])[C:6]=2[CH:21]=1.[CH3:31][Mg+].[Br-], predict the reaction product. The product is: [Br:1][C:2]1[C:3]([N:22]([CH2:27][C:28]([OH:30])([CH3:31])[CH3:29])[S:23]([CH3:26])(=[O:24])=[O:25])=[CH:4][C:5]2[O:9][C:8]([C:10]3[CH:15]=[CH:14][C:13]([F:16])=[CH:12][CH:11]=3)=[C:7]([C:17]([NH:19][CH3:20])=[O:18])[C:6]=2[CH:21]=1. (7) Given the reactants [O:1]=[C:2]1[C:10]2[C:5](=[CH:6][CH:7]=[CH:8][CH:9]=2)[C:4](=[O:11])[N:3]1[CH2:12][CH:13]([NH:18][C:19](=[O:25])[O:20][C:21]([CH3:24])([CH3:23])[CH3:22])[CH2:14][CH2:15][S:16][CH3:17].OOS([O-])=O.[K+].[OH2:32].C[OH:34], predict the reaction product. The product is: [O:11]=[C:4]1[C:5]2[C:10](=[CH:9][CH:8]=[CH:7][CH:6]=2)[C:2](=[O:1])[N:3]1[CH2:12][CH:13]([NH:18][C:19](=[O:25])[O:20][C:21]([CH3:22])([CH3:24])[CH3:23])[CH2:14][CH2:15][S:16]([CH3:17])(=[O:34])=[O:32].